From a dataset of NCI-60 drug combinations with 297,098 pairs across 59 cell lines. Regression. Given two drug SMILES strings and cell line genomic features, predict the synergy score measuring deviation from expected non-interaction effect. (1) Drug 1: C1=CC(=CC=C1CCC2=CNC3=C2C(=O)NC(=N3)N)C(=O)NC(CCC(=O)O)C(=O)O. Drug 2: C1=NC2=C(N1)C(=S)N=C(N2)N. Cell line: ACHN. Synergy scores: CSS=53.9, Synergy_ZIP=-10.7, Synergy_Bliss=-7.00, Synergy_Loewe=-2.37, Synergy_HSA=-0.841. (2) Drug 1: CC1C(C(CC(O1)OC2CC(CC3=C2C(=C4C(=C3O)C(=O)C5=C(C4=O)C(=CC=C5)OC)O)(C(=O)CO)O)N)O.Cl. Drug 2: CC1=C(C(=O)C2=C(C1=O)N3CC4C(C3(C2COC(=O)N)OC)N4)N. Cell line: DU-145. Synergy scores: CSS=41.4, Synergy_ZIP=4.91, Synergy_Bliss=4.97, Synergy_Loewe=-24.0, Synergy_HSA=2.56. (3) Drug 1: CC1=C(C=C(C=C1)NC(=O)C2=CC=C(C=C2)CN3CCN(CC3)C)NC4=NC=CC(=N4)C5=CN=CC=C5. Drug 2: COCCOC1=C(C=C2C(=C1)C(=NC=N2)NC3=CC=CC(=C3)C#C)OCCOC.Cl. Cell line: SK-OV-3. Synergy scores: CSS=4.87, Synergy_ZIP=-1.49, Synergy_Bliss=0.228, Synergy_Loewe=-4.56, Synergy_HSA=-1.09. (4) Drug 1: CC1=C(C(CCC1)(C)C)C=CC(=CC=CC(=CC(=O)O)C)C. Drug 2: C#CCC(CC1=CN=C2C(=N1)C(=NC(=N2)N)N)C3=CC=C(C=C3)C(=O)NC(CCC(=O)O)C(=O)O. Cell line: T-47D. Synergy scores: CSS=4.79, Synergy_ZIP=4.00, Synergy_Bliss=5.64, Synergy_Loewe=-1.45, Synergy_HSA=-3.04. (5) Drug 1: C1=CC(=CC=C1C#N)C(C2=CC=C(C=C2)C#N)N3C=NC=N3. Drug 2: CNC(=O)C1=NC=CC(=C1)OC2=CC=C(C=C2)NC(=O)NC3=CC(=C(C=C3)Cl)C(F)(F)F. Cell line: NCI-H522. Synergy scores: CSS=1.46, Synergy_ZIP=-4.08, Synergy_Bliss=-8.22, Synergy_Loewe=-4.04, Synergy_HSA=-5.77. (6) Drug 1: CNC(=O)C1=CC=CC=C1SC2=CC3=C(C=C2)C(=NN3)C=CC4=CC=CC=N4. Drug 2: CC(C)CN1C=NC2=C1C3=CC=CC=C3N=C2N. Cell line: ACHN. Synergy scores: CSS=-1.30, Synergy_ZIP=-2.01, Synergy_Bliss=-6.24, Synergy_Loewe=-8.55, Synergy_HSA=-6.94.